Dataset: Reaction yield outcomes from USPTO patents with 853,638 reactions. Task: Predict the reaction yield, written as a fraction of the theoretical maximum amount of product (1.0 means a 100% yield; for example, 0.34 means a 34% yield). (1) The reactants are [C:1]1([C:7]2([C:13]3[CH:18]=[CH:17][CH:16]=[CH:15][CH:14]=3)[CH2:12][CH2:11][NH:10][CH2:9][CH2:8]2)[CH:6]=[CH:5][CH:4]=[CH:3][CH:2]=1.Br[CH2:20][CH2:21][CH2:22][C:23]#[N:24].C(=O)([O-])[O-].[K+].[K+].[I-].[K+]. The catalyst is C(O)CCC.O1CCOCC1. The product is [C:1]1([C:7]2([C:13]3[CH:18]=[CH:17][CH:16]=[CH:15][CH:14]=3)[CH2:8][CH2:9][N:10]([CH2:20][CH2:21][CH2:22][C:23]#[N:24])[CH2:11][CH2:12]2)[CH:2]=[CH:3][CH:4]=[CH:5][CH:6]=1. The yield is 0.870. (2) The reactants are [CH3:1][C:2]1[O:6][N:5]=[C:4]([C:7]2[CH:12]=[CH:11][CH:10]=[CH:9][CH:8]=2)[C:3]=1[CH2:13][O:14][C:15]1[CH:23]=[CH:22][C:18]([C:19]([OH:21])=O)=[CH:17][N:16]=1.[CH:24]([N:27]1[CH2:32][CH2:31][CH:30]([NH2:33])[CH2:29][CH2:28]1)([CH3:26])[CH3:25]. The product is [CH:24]([N:27]1[CH2:32][CH2:31][CH:30]([NH:33][C:19](=[O:21])[C:18]2[CH:22]=[CH:23][C:15]([O:14][CH2:13][C:3]3[C:4]([C:7]4[CH:8]=[CH:9][CH:10]=[CH:11][CH:12]=4)=[N:5][O:6][C:2]=3[CH3:1])=[N:16][CH:17]=2)[CH2:29][CH2:28]1)([CH3:26])[CH3:25]. No catalyst specified. The yield is 0.730. (3) The reactants are P(Cl)(Cl)([Cl:3])=O.C1(C)C=CC=CC=1.[CH3:13][O:14][C:15]1[C:35]([O:36][CH3:37])=[C:34]([O:38][CH3:39])[CH:33]=[C:32]([CH3:40])[C:16]=1[C:17]([C:19]1[C:24]([C:25]([F:28])([F:27])[F:26])=[CH:23][N+:22]([O-])=[CH:21][C:20]=1[O:30][CH3:31])=[O:18]. The catalyst is CN(C)C=O. The product is [CH3:13][O:14][C:15]1[C:35]([O:36][CH3:37])=[C:34]([O:38][CH3:39])[CH:33]=[C:32]([CH3:40])[C:16]=1[C:17]([C:19]1[C:20]([O:30][CH3:31])=[CH:21][N:22]=[C:23]([Cl:3])[C:24]=1[C:25]([F:28])([F:27])[F:26])=[O:18]. The yield is 0.850.